This data is from Forward reaction prediction with 1.9M reactions from USPTO patents (1976-2016). The task is: Predict the product of the given reaction. (1) Given the reactants [C:1]([C:5]1[CH:14]=[C:13]2[C:8]([CH2:9][CH2:10][N:11]([S:15]([CH2:18][CH:19]([CH:21]3[CH2:26][CH2:25][O:24][CH2:23][CH2:22]3)O)(=[O:17])=[O:16])[CH2:12]2)=[CH:7][CH:6]=1)([CH3:4])([CH3:3])[CH3:2].CCN(CC)CC.CS(Cl)(=O)=O.[NH2:39][OH:40].C(O[C:45](=[O:47])C)(=O)C, predict the reaction product. The product is: [C:1]([C:5]1[CH:14]=[C:13]2[C:8]([CH2:9][CH2:10][N:11]([S:15]([CH2:18][CH:19]([N:39]([OH:40])[CH:45]=[O:47])[CH:21]3[CH2:22][CH2:23][O:24][CH2:25][CH2:26]3)(=[O:17])=[O:16])[CH2:12]2)=[CH:7][CH:6]=1)([CH3:2])([CH3:3])[CH3:4]. (2) Given the reactants [CH3:1][N:2]1[C:10]2[C:5](=[CH:6][C:7](N)=[CH:8][CH:9]=2)[CH2:4][CH2:3]1.N([O-])=O.[Na+].[OH-].[Na+].[BrH:18], predict the reaction product. The product is: [Br:18][C:7]1[CH:6]=[C:5]2[C:10](=[CH:9][CH:8]=1)[N:2]([CH3:1])[CH2:3][CH2:4]2. (3) The product is: [CH3:11][N:12]([CH2:14][C:15]1[CH:16]=[CH:17][C:18]([CH:19]=[CH:20][C:21]2[C:29]3[C:24](=[CH:25][C:26](/[CH:30]=[C:3]4/[C:2](=[O:10])[NH:1][C:9]5[C:4]/4=[CH:5][CH:6]=[CH:7][CH:8]=5)=[CH:27][CH:28]=3)[N:23]([CH2:32][O:33][CH2:34][CH2:35][Si:36]([CH3:38])([CH3:39])[CH3:37])[N:22]=2)=[CH:40][CH:41]=1)[CH3:13]. Given the reactants [NH:1]1[C:9]2[C:4](=[CH:5][CH:6]=[CH:7][CH:8]=2)[CH2:3][C:2]1=[O:10].[CH3:11][N:12]([CH2:14][C:15]1[CH:41]=[CH:40][C:18](/[CH:19]=[CH:20]/[C:21]2[C:29]3[C:24](=[CH:25][C:26]([CH:30]=O)=[CH:27][CH:28]=3)[N:23]([CH2:32][O:33][CH2:34][CH2:35][Si:36]([CH3:39])([CH3:38])[CH3:37])[N:22]=2)=[CH:17][CH:16]=1)[CH3:13], predict the reaction product. (4) Given the reactants S(=O)(=O)(O)[OH:2].[OH2:6].[Cl:7][C:8]1[CH:9]=[C:10]([C:14]2[C:23]3[C:18](=[CH:19][CH:20]=[C:21]([CH:24]([C:27]4[CH:32]=[CH:31][C:30]([Cl:33])=[CH:29][CH:28]=4)[C:25]#N)[CH:22]=3)[N:17]3[N:34]=[N:35][N:36]=[C:16]3[CH:15]=2)[CH:11]=[CH:12][CH:13]=1, predict the reaction product. The product is: [Cl:7][C:8]1[CH:9]=[C:10]([C:14]2[C:23]3[C:18](=[CH:19][CH:20]=[C:21]([CH:24]([C:27]4[CH:32]=[CH:31][C:30]([Cl:33])=[CH:29][CH:28]=4)[C:25]([OH:2])=[O:6])[CH:22]=3)[N:17]3[N:34]=[N:35][N:36]=[C:16]3[CH:15]=2)[CH:11]=[CH:12][CH:13]=1. (5) Given the reactants [NH2:1][C:2]1[C:7]([N+:8]([O-:10])=[O:9])=[CH:6][CH:5]=[CH:4][N:3]=1.Br[CH2:12][C:13]([C:15]1[CH:20]=[CH:19][C:18]([F:21])=[CH:17][CH:16]=1)=O, predict the reaction product. The product is: [F:21][C:18]1[CH:19]=[CH:20][C:15]([C:13]2[N:1]=[C:2]3[C:7]([N+:8]([O-:10])=[O:9])=[CH:6][CH:5]=[CH:4][N:3]3[CH:12]=2)=[CH:16][CH:17]=1.